This data is from Full USPTO retrosynthesis dataset with 1.9M reactions from patents (1976-2016). The task is: Predict the reactants needed to synthesize the given product. (1) Given the product [NH2:11][CH2:12][CH2:13][N:14]1[C@@H:19]([CH3:20])[CH2:18][N:17]([C:21]([O:23][C:24]([CH3:25])([CH3:27])[CH3:26])=[O:22])[CH2:16][C@H:15]1[CH3:28], predict the reactants needed to synthesize it. The reactants are: C(OC([NH:11][CH2:12][CH2:13][N:14]1[C@@H:19]([CH3:20])[CH2:18][N:17]([C:21]([O:23][C:24]([CH3:27])([CH3:26])[CH3:25])=[O:22])[CH2:16][C@H:15]1[CH3:28])=O)C1C=CC=CC=1. (2) Given the product [Cl:14][CH2:15][C:16]([C:8]1[CH:9]=[C:10]2[C:5](=[CH:6][CH:7]=1)[NH:4][C:3](=[O:13])[CH:2]([CH3:1])[CH:11]2[CH3:12])=[O:17], predict the reactants needed to synthesize it. The reactants are: [CH3:1][CH:2]1[CH:11]([CH3:12])[C:10]2[C:5](=[CH:6][CH:7]=[CH:8][CH:9]=2)[NH:4][C:3]1=[O:13].[Cl:14][CH2:15][C:16](Cl)=[O:17]. (3) Given the product [CH3:9][O:8][C:7]1[C:2]([NH:14][CH3:13])=[N:3][CH:4]=[C:5]([N+:10]([O-:12])=[O:11])[CH:6]=1, predict the reactants needed to synthesize it. The reactants are: Cl[C:2]1[C:7]([O:8][CH3:9])=[CH:6][C:5]([N+:10]([O-:12])=[O:11])=[CH:4][N:3]=1.[CH3:13][NH2:14].